From a dataset of Full USPTO retrosynthesis dataset with 1.9M reactions from patents (1976-2016). Predict the reactants needed to synthesize the given product. (1) Given the product [Br:9][C:4]1[N:3]=[C:2]([NH:16][C:17]2[CH:22]=[C:21]([CH3:23])[C:20]([F:24])=[CH:19][N:18]=2)[CH:7]=[C:6]([CH3:8])[CH:5]=1, predict the reactants needed to synthesize it. The reactants are: Br[C:2]1[CH:7]=[C:6]([CH3:8])[CH:5]=[C:4]([Br:9])[N:3]=1.CC(C)([O-])C.[Na+].[NH2:16][C:17]1[CH:22]=[C:21]([CH3:23])[C:20]([F:24])=[CH:19][N:18]=1. (2) Given the product [CH3:1][C:2]1[CH:3]=[C:4]([CH2:9][CH:10]([NH2:17])[C:11]2[CH:12]=[N:13][N:14]([CH3:16])[CH:15]=2)[CH:5]=[C:6]([CH3:8])[CH:7]=1, predict the reactants needed to synthesize it. The reactants are: [CH3:1][C:2]1[CH:3]=[C:4]([CH2:9][CH:10]([NH:17]S(C(C)(C)C)=O)[C:11]2[CH:12]=[N:13][N:14]([CH3:16])[CH:15]=2)[CH:5]=[C:6]([CH3:8])[CH:7]=1.Cl. (3) Given the product [Cl:7][C:8]1[C:17]2[C:12](=[CH:13][C:14]([S:19]([NH:1][C:2]3[S:3][CH:4]=[CH:5][N:6]=3)(=[O:21])=[O:20])=[C:15]([F:18])[CH:16]=2)[N:11]=[CH:10][CH:9]=1, predict the reactants needed to synthesize it. The reactants are: [NH2:1][C:2]1[S:3][CH:4]=[CH:5][N:6]=1.[Cl:7][C:8]1[C:17]2[C:12](=[CH:13][C:14]([S:19](OC3C(F)=C(F)C(F)=C(F)C=3F)(=[O:21])=[O:20])=[C:15]([F:18])[CH:16]=2)[N:11]=[CH:10][CH:9]=1.C[Si]([N-][Si](C)(C)C)(C)C.[Li+]. (4) Given the product [C:3]([O:7][C:8]([N:10]1[CH2:15][CH2:14][C@:13]([O:30][CH2:49][C:50]([O:52][CH2:53][CH3:54])=[O:51])([C:16]2[CH:17]=[CH:18][C:19]([CH2:22][O:23][CH2:24][C@@H:25]([CH3:29])[CH2:26][O:27][CH3:28])=[CH:20][CH:21]=2)[C@@H:12]([O:31][CH2:32][C:33]2[CH:34]=[CH:35][C:36]3[O:41][CH2:40][CH2:39][N:38]([CH2:42][CH2:43][CH2:44][O:45][CH3:46])[C:37]=3[CH:47]=2)[CH2:11]1)=[O:9])([CH3:6])([CH3:4])[CH3:5], predict the reactants needed to synthesize it. The reactants are: [H-].[K+].[C:3]([O:7][C:8]([N:10]1[CH2:15][CH2:14][C@:13]([OH:30])([C:16]2[CH:21]=[CH:20][C:19]([CH2:22][O:23][CH2:24][C@@H:25]([CH3:29])[CH2:26][O:27][CH3:28])=[CH:18][CH:17]=2)[C@@H:12]([O:31][CH2:32][C:33]2[CH:34]=[CH:35][C:36]3[O:41][CH2:40][CH2:39][N:38]([CH2:42][CH2:43][CH2:44][O:45][CH3:46])[C:37]=3[CH:47]=2)[CH2:11]1)=[O:9])([CH3:6])([CH3:5])[CH3:4].Br[CH2:49][C:50]([O:52][CH2:53][CH3:54])=[O:51]. (5) Given the product [CH2:18]([NH:20][C:21](=[O:34])[C:22]1[CH:23]=[CH:24][C:25]([N:28]2[CH2:29][CH2:30][N:31]([CH2:2][C:3]3[CH:12]=[N:11][C:10]4[N:9]5[CH2:13][CH2:14][CH2:15][CH2:16][CH:8]5[C:7](=[O:17])[NH:6][C:5]=4[CH:4]=3)[CH2:32][CH2:33]2)=[CH:26][CH:27]=1)[CH3:19], predict the reactants needed to synthesize it. The reactants are: O[CH2:2][C:3]1[CH:12]=[N:11][C:10]2[N:9]3[CH2:13][CH2:14][CH2:15][CH2:16][CH:8]3[C:7](=[O:17])[NH:6][C:5]=2[CH:4]=1.[CH2:18]([NH:20][C:21](=[O:34])[C:22]1[CH:27]=[CH:26][C:25]([N:28]2[CH2:33][CH2:32][NH:31][CH2:30][CH2:29]2)=[CH:24][CH:23]=1)[CH3:19].[I-].C(C[P+](C)(C)C)#N.C(N(CC)C(C)C)(C)C. (6) Given the product [OH:27][CH2:26][CH:24]1[CH2:25][N:22]([C:3]2[C:2]([C:30]3[CH:29]=[N:28][CH:33]=[CH:32][CH:31]=3)=[CH:21][C:6]([C:7]([NH:9][C:10]3[CH:15]=[CH:14][C:13]([O:16][C:17]([F:20])([F:19])[F:18])=[CH:12][CH:11]=3)=[O:8])=[CH:5][N:4]=2)[CH2:23]1, predict the reactants needed to synthesize it. The reactants are: Br[C:2]1[C:3]([N:22]2[CH2:25][CH:24]([CH2:26][OH:27])[CH2:23]2)=[N:4][CH:5]=[C:6]([CH:21]=1)[C:7]([NH:9][C:10]1[CH:15]=[CH:14][C:13]([O:16][C:17]([F:20])([F:19])[F:18])=[CH:12][CH:11]=1)=[O:8].[N:28]1[CH:33]=[CH:32][CH:31]=[C:30](B(O)O)[CH:29]=1. (7) Given the product [N:40]1([CH2:48][CH2:49][O:10][C:8]2[CH:7]=[CH:6][C:36]([CH2:37][CH2:32][CH2:31][NH:3][C:4]3[CH:9]=[C:8]([O:10][CH3:11])[C:7]([O:12][CH3:13])=[CH:6][C:5]=3[CH:14]3[CH2:23][CH2:22][C:21]4[CH:20]=[C:19]([OH:24])[CH:18]=[CH:17][C:16]=4[CH2:15]3)=[CH:35][CH:34]=2)[CH2:47][CH2:46][CH2:45][CH2:44][CH2:43][CH2:42][CH2:41]1, predict the reactants needed to synthesize it. The reactants are: C([N:3]([C:31](=O)[C:32]1[CH:37]=[CH:36][C:35](O)=[CH:34]C=1)[C:4]1[CH:9]=[C:8]([O:10][CH3:11])[C:7]([O:12][CH3:13])=[CH:6][C:5]=1[CH:14]1[CH2:23][CH2:22][C:21]2[CH:20]=[C:19]([O:24]C(=O)C(C)(C)C)[CH:18]=[CH:17][C:16]=2[CH2:15]1)C.[N:40]1([C:48](=O)[CH2:49]Cl)[CH2:47][CH2:46][CH2:45][CH2:44][CH2:43][CH2:42][CH2:41]1. (8) The reactants are: [F:1][C:2]1[C:3](=[O:36])[N:4]([CH2:16][CH2:17][CH2:18][CH2:19][C:20]2[S:21][C:22]([C:25](=[O:35])[NH:26][CH2:27][C:28]3[CH:29]=[N:30][C:31]([CH3:34])=[CH:32][CH:33]=3)=[N:23][N:24]=2)[CH:5]=[CH:6][C:7]=1[NH:8]C(=O)OC(C)(C)C.C(O)(C(F)(F)F)=O. Given the product [NH2:8][C:7]1[CH:6]=[CH:5][N:4]([CH2:16][CH2:17][CH2:18][CH2:19][C:20]2[S:21][C:22]([C:25]([NH:26][CH2:27][C:28]3[CH:29]=[N:30][C:31]([CH3:34])=[CH:32][CH:33]=3)=[O:35])=[N:23][N:24]=2)[C:3](=[O:36])[C:2]=1[F:1], predict the reactants needed to synthesize it. (9) Given the product [ClH:29].[ClH:29].[C:25]([N:12]1[C:13]2[C:18](=[CH:17][C:16]([N:19]3[CH:23]=[C:22]([CH3:24])[N:21]=[CH:20]3)=[CH:15][CH:14]=2)[C@H:9]([NH2:5])[CH2:10][C@@H:11]1[CH3:28])(=[O:27])[CH3:26], predict the reactants needed to synthesize it. The reactants are: CC([N:5]([CH:9]1[C:18]2[C:13](=[CH:14][CH:15]=[C:16]([N:19]3[CH:23]=[C:22]([CH3:24])[N:21]=[CH:20]3)[CH:17]=2)[N:12]([C:25](=[O:27])[CH3:26])[CH:11]([CH3:28])[CH2:10]1)C(=O)[O-])(C)C.[ClH:29]. (10) Given the product [Cl-:27].[C:1]1([C:7]2[C:19]3[C:18]4[CH2:17][CH2:16][NH2+:15][CH2:14][C:13]=4[CH:12]=[N:11][C:10]=3[NH:9][N:8]=2)[CH:2]=[CH:3][CH:4]=[CH:5][CH:6]=1, predict the reactants needed to synthesize it. The reactants are: [C:1]1([C:7]2[C:19]3[C:18]4[CH2:17][CH2:16][N:15](C(OC(C)(C)C)=O)[CH2:14][C:13]=4[CH:12]=[N:11][C:10]=3[NH:9][N:8]=2)[CH:6]=[CH:5][CH:4]=[CH:3][CH:2]=1.[ClH:27].O1CCOCC1.